Dataset: Catalyst prediction with 721,799 reactions and 888 catalyst types from USPTO. Task: Predict which catalyst facilitates the given reaction. Reactant: [CH3:1][C:2]([CH3:40])([CH3:39])[C:3]([C:5]1[C:13]2[C:8](=[N:9][CH:10]=[C:11]([C:14]3[CH:15]=[C:16]([N:20]4[CH2:24][CH2:23][C:22]([CH2:26][O:27]C(=O)C)([CH3:25])[CH2:21]4)[CH:17]=[CH:18][CH:19]=3)[N:12]=2)[N:7](COCC[Si](C)(C)C)[CH:6]=1)=[O:4].C([O-])(=O)C.CO.O. Product: [OH:27][CH2:26][C:22]1([CH3:25])[CH2:23][CH2:24][N:20]([C:16]2[CH:15]=[C:14]([C:11]3[N:12]=[C:13]4[C:5]([C:3](=[O:4])[C:2]([CH3:39])([CH3:1])[CH3:40])=[CH:6][NH:7][C:8]4=[N:9][CH:10]=3)[CH:19]=[CH:18][CH:17]=2)[CH2:21]1. The catalyst class is: 424.